The task is: Predict the reactants needed to synthesize the given product.. This data is from Retrosynthesis with 50K atom-mapped reactions and 10 reaction types from USPTO. (1) The reactants are: CSc1ccc(C=O)cc1.Nc1nn(-c2ccc(F)cc2)c2c1cc(-c1cccnc1)c1cnccc12. Given the product CSc1ccc(CNc2nn(-c3ccc(F)cc3)c3c2cc(-c2cccnc2)c2cnccc23)cc1, predict the reactants needed to synthesize it. (2) Given the product Cn1cc(-c2ccncc2)c(-c2ccc(OCc3ccc4cccnc4n3)cc2)n1, predict the reactants needed to synthesize it. The reactants are: Cn1cc(-c2ccncc2)c(-c2ccc(O)cc2)n1.OCc1ccc2cccnc2n1.